From a dataset of Catalyst prediction with 721,799 reactions and 888 catalyst types from USPTO. Predict which catalyst facilitates the given reaction. (1) Reactant: [NH2:1][C@H:2]([C:5]([OH:7])=[O:6])[CH2:3][SH:4].[OH-].[Na+].[CH2:10]1[O:12][CH2:11]1. Product: [OH:12][CH2:11][CH2:10][NH:1][C@H:2]([C:5]([OH:7])=[O:6])[CH2:3][SH:4]. The catalyst class is: 6. (2) Reactant: [Si]([O:8][CH2:9][C:10]([NH:13][C:14]([C:16]1[C:20]2=[N:21][C:22]([C:25]3[C:33]4[C:28](=[CH:29][C:30]([F:34])=[CH:31][CH:32]=4)[N:27]([CH2:35][CH2:36][CH:37]([OH:39])[CH3:38])[N:26]=3)=[CH:23][N:24]=[C:19]2[N:18](C(C2C=CC=CC=2)(C2C=CC=CC=2)C2C=CC=CC=2)[CH:17]=1)=[O:15])([CH3:12])[CH3:11])(C(C)(C)C)(C)C.FC(F)(F)C(O)=O. Product: [F:34][C:30]1[CH:29]=[C:28]2[C:33]([C:25]([C:22]3[N:21]=[C:20]4[C:16]([C:14]([NH:13][C:10]([CH3:11])([CH3:12])[CH2:9][OH:8])=[O:15])=[CH:17][NH:18][C:19]4=[N:24][CH:23]=3)=[N:26][N:27]2[CH2:35][CH2:36][CH:37]([OH:39])[CH3:38])=[CH:32][CH:31]=1. The catalyst class is: 4. (3) Reactant: [Cl:1][C:2]1[N:3]=[C:4]([N:19]2[CH2:24][CH2:23][O:22][CH2:21][CH2:20]2)[C:5]2[S:10][C:9]([C:11]3[CH:12]=[C:13]([OH:17])[CH:14]=[CH:15][CH:16]=3)=[C:8]([CH3:18])[C:6]=2[N:7]=1.C(=O)([O-])[O-].[Cs+].[Cs+].Cl[CH2:32][CH2:33][OH:34]. Product: [Cl:1][C:2]1[N:3]=[C:4]([N:19]2[CH2:20][CH2:21][O:22][CH2:23][CH2:24]2)[C:5]2[S:10][C:9]([C:11]3[CH:12]=[C:13]([CH:14]=[CH:15][CH:16]=3)[O:17][CH2:32][CH2:33][OH:34])=[C:8]([CH3:18])[C:6]=2[N:7]=1. The catalyst class is: 39. (4) Reactant: Br[C:2]1[C:10]2[C:5]([NH:6][CH:7]=[N:8][C:9]=2[Cl:11])=[N:4][CH:3]=1.[Li]CCCC.Br[CH2:18][CH2:19][O:20][Si:21]([C:24]([CH3:27])([CH3:26])[CH3:25])([CH3:23])[CH3:22].[NH4+].[Cl-]. Product: [O:20]([CH2:19][CH2:18][C:2]1[C:10]2[C:9]([Cl:11])=[N:8][CH:7]=[N:6][C:5]=2[NH:4][CH:3]=1)[Si:21]([C:24]([CH3:27])([CH3:26])[CH3:25])([CH3:23])[CH3:22]. The catalyst class is: 569. (5) Reactant: ClC1C=C(C=C(Cl)C=1N)CN.[Cl:12][C:13]1[CH:14]=[C:15]([CH:25]=[CH:26][C:27]=1[N:28]1[CH2:33][CH2:32][N:31]([CH3:34])[CH2:30][CH2:29]1)[CH2:16][NH:17]C(=O)OC(C)(C)C.C(O)(C(F)(F)F)=O. Product: [Cl:12][C:13]1[CH:14]=[C:15]([CH2:16][NH2:17])[CH:25]=[CH:26][C:27]=1[N:28]1[CH2:29][CH2:30][N:31]([CH3:34])[CH2:32][CH2:33]1. The catalyst class is: 2. (6) Reactant: F[B-](F)(F)F.N1(O[C+](N(C)C)N(C)C)C2C=CC=CC=2N=N1.C(N(CC)C(C)C)(C)C.[F:32][C:33]1[CH:41]=[C:40]([N+:42]([O-:44])=[O:43])[CH:39]=[CH:38][C:34]=1[C:35]([OH:37])=O.[CH3:45][NH:46][NH:47][C:48]([O:50][C:51]([CH3:54])([CH3:53])[CH3:52])=[O:49]. Product: [F:32][C:33]1[CH:41]=[C:40]([N+:42]([O-:44])=[O:43])[CH:39]=[CH:38][C:34]=1[C:35]([N:46]([CH3:45])[NH:47][C:48]([O:50][C:51]([CH3:54])([CH3:53])[CH3:52])=[O:49])=[O:37]. The catalyst class is: 3. (7) Product: [C:8]([C:5]1[CH:4]=[CH:3][C:2]([S:1][CH2:11][CH:12]2[CH2:17][CH2:16][N:15]([C:18]([O:20][C:21]([CH3:22])([CH3:24])[CH3:23])=[O:19])[CH2:14][CH2:13]2)=[N:7][CH:6]=1)#[N:9]. The catalyst class is: 31. Reactant: [SH:1][C:2]1[N:7]=[CH:6][C:5]([C:8]#[N:9])=[CH:4][CH:3]=1.Br[CH2:11][CH:12]1[CH2:17][CH2:16][N:15]([C:18]([O:20][C:21]([CH3:24])([CH3:23])[CH3:22])=[O:19])[CH2:14][CH2:13]1.C(=O)([O-])[O-].[K+].[K+]. (8) Reactant: Cl[C:2]1[C:11]([N+:12]([O-:14])=[O:13])=[CH:10][CH:9]=[CH:8][C:3]=1[C:4]([O:6][CH3:7])=[O:5].[CH3:15][O:16][C:17]1[C:26]2[CH2:25][CH2:24][CH2:23][CH2:22][C:21]=2[CH:20]=[CH:19][C:18]=1B(O)O.C(=O)([O-])[O-].[Na+].[Na+]. Product: [CH3:15][O:16][C:17]1[C:26]2[CH2:25][CH2:24][CH2:23][CH2:22][C:21]=2[CH:20]=[CH:19][C:18]=1[C:2]1[C:11]([N+:12]([O-:14])=[O:13])=[CH:10][CH:9]=[CH:8][C:3]=1[C:4]([O:6][CH3:7])=[O:5]. The catalyst class is: 176. (9) Reactant: BrCC[N:4]1[C:8](=[O:9])[C:7]2=[CH:10][CH:11]=[CH:12][CH:13]=[C:6]2[C:5]1=[O:14].C(N(CC)CC)C.C(OCC)(=O)C. Product: [C:8]1(=[O:9])[NH:4][C:5](=[O:14])[C:6]2=[CH:13][CH:12]=[CH:11][CH:10]=[C:7]12. The catalyst class is: 9.